This data is from NCI-60 drug combinations with 297,098 pairs across 59 cell lines. The task is: Regression. Given two drug SMILES strings and cell line genomic features, predict the synergy score measuring deviation from expected non-interaction effect. (1) Drug 1: CN(C)C1=NC(=NC(=N1)N(C)C)N(C)C. Drug 2: CCCCCOC(=O)NC1=NC(=O)N(C=C1F)C2C(C(C(O2)C)O)O. Cell line: SW-620. Synergy scores: CSS=-7.37, Synergy_ZIP=2.44, Synergy_Bliss=0.726, Synergy_Loewe=-4.13, Synergy_HSA=-3.49. (2) Drug 1: C(=O)(N)NO. Drug 2: CS(=O)(=O)OCCCCOS(=O)(=O)C. Cell line: UO-31. Synergy scores: CSS=6.44, Synergy_ZIP=-1.73, Synergy_Bliss=0.116, Synergy_Loewe=0.513, Synergy_HSA=0.705.